Dataset: NCI-60 drug combinations with 297,098 pairs across 59 cell lines. Task: Regression. Given two drug SMILES strings and cell line genomic features, predict the synergy score measuring deviation from expected non-interaction effect. (1) Drug 1: COC1=NC(=NC2=C1N=CN2C3C(C(C(O3)CO)O)O)N. Drug 2: CCC1(C2=C(COC1=O)C(=O)N3CC4=CC5=C(C=CC(=C5CN(C)C)O)N=C4C3=C2)O.Cl. Cell line: UACC62. Synergy scores: CSS=42.1, Synergy_ZIP=0.849, Synergy_Bliss=1.32, Synergy_Loewe=-67.4, Synergy_HSA=-1.11. (2) Drug 1: C1=NC(=NC(=O)N1C2C(C(C(O2)CO)O)O)N. Drug 2: CC1C(C(CC(O1)OC2CC(OC(C2O)C)OC3=CC4=CC5=C(C(=O)C(C(C5)C(C(=O)C(C(C)O)O)OC)OC6CC(C(C(O6)C)O)OC7CC(C(C(O7)C)O)OC8CC(C(C(O8)C)O)(C)O)C(=C4C(=C3C)O)O)O)O. Cell line: TK-10. Synergy scores: CSS=40.6, Synergy_ZIP=-7.59, Synergy_Bliss=-1.39, Synergy_Loewe=-6.84, Synergy_HSA=1.15. (3) Cell line: SNB-75. Synergy scores: CSS=-0.265, Synergy_ZIP=0.954, Synergy_Bliss=0.826, Synergy_Loewe=-1.83, Synergy_HSA=-1.58. Drug 2: COCCOC1=C(C=C2C(=C1)C(=NC=N2)NC3=CC=CC(=C3)C#C)OCCOC.Cl. Drug 1: C1=CN(C=N1)CC(O)(P(=O)(O)O)P(=O)(O)O. (4) Drug 1: C1C(C(OC1N2C=C(C(=O)NC2=O)F)CO)O. Drug 2: C1C(C(OC1N2C=NC(=NC2=O)N)CO)O. Cell line: SNB-19. Synergy scores: CSS=30.8, Synergy_ZIP=-6.43, Synergy_Bliss=2.14, Synergy_Loewe=-23.8, Synergy_HSA=4.32. (5) Drug 1: C1CN1P(=S)(N2CC2)N3CC3. Synergy scores: CSS=26.1, Synergy_ZIP=-0.177, Synergy_Bliss=2.19, Synergy_Loewe=-4.59, Synergy_HSA=1.48. Drug 2: N.N.Cl[Pt+2]Cl. Cell line: K-562. (6) Drug 1: CCCCCOC(=O)NC1=NC(=O)N(C=C1F)C2C(C(C(O2)C)O)O. Drug 2: C1=CN(C=N1)CC(O)(P(=O)(O)O)P(=O)(O)O. Cell line: SR. Synergy scores: CSS=-5.88, Synergy_ZIP=1.92, Synergy_Bliss=-2.39, Synergy_Loewe=-7.05, Synergy_HSA=-9.17.